This data is from NCI-60 drug combinations with 297,098 pairs across 59 cell lines. The task is: Regression. Given two drug SMILES strings and cell line genomic features, predict the synergy score measuring deviation from expected non-interaction effect. (1) Drug 1: C1CCC(C1)C(CC#N)N2C=C(C=N2)C3=C4C=CNC4=NC=N3. Drug 2: CN(CC1=CN=C2C(=N1)C(=NC(=N2)N)N)C3=CC=C(C=C3)C(=O)NC(CCC(=O)O)C(=O)O. Cell line: OVCAR-8. Synergy scores: CSS=26.9, Synergy_ZIP=3.93, Synergy_Bliss=5.68, Synergy_Loewe=-23.3, Synergy_HSA=3.87. (2) Drug 1: CCCCC(=O)OCC(=O)C1(CC(C2=C(C1)C(=C3C(=C2O)C(=O)C4=C(C3=O)C=CC=C4OC)O)OC5CC(C(C(O5)C)O)NC(=O)C(F)(F)F)O. Drug 2: CC12CCC3C(C1CCC2OP(=O)(O)O)CCC4=C3C=CC(=C4)OC(=O)N(CCCl)CCCl.[Na+]. Cell line: SNB-19. Synergy scores: CSS=23.7, Synergy_ZIP=-4.43, Synergy_Bliss=-9.56, Synergy_Loewe=-34.7, Synergy_HSA=-9.91. (3) Drug 1: C1CCC(CC1)NC(=O)N(CCCl)N=O. Drug 2: CC1=C2C(C(=O)C3(C(CC4C(C3C(C(C2(C)C)(CC1OC(=O)C(C(C5=CC=CC=C5)NC(=O)OC(C)(C)C)O)O)OC(=O)C6=CC=CC=C6)(CO4)OC(=O)C)O)C)O. Cell line: SR. Synergy scores: CSS=83.5, Synergy_ZIP=0.376, Synergy_Bliss=0.571, Synergy_Loewe=0.595, Synergy_HSA=3.07. (4) Drug 1: CC1C(C(CC(O1)OC2CC(CC3=C2C(=C4C(=C3O)C(=O)C5=C(C4=O)C(=CC=C5)OC)O)(C(=O)CO)O)N)O.Cl. Drug 2: COCCOC1=C(C=C2C(=C1)C(=NC=N2)NC3=CC=CC(=C3)C#C)OCCOC.Cl. Cell line: MOLT-4. Synergy scores: CSS=7.48, Synergy_ZIP=-5.32, Synergy_Bliss=4.18, Synergy_Loewe=-8.65, Synergy_HSA=3.29. (5) Drug 1: CCC1(CC2CC(C3=C(CCN(C2)C1)C4=CC=CC=C4N3)(C5=C(C=C6C(=C5)C78CCN9C7C(C=CC9)(C(C(C8N6C=O)(C(=O)OC)O)OC(=O)C)CC)OC)C(=O)OC)O.OS(=O)(=O)O. Drug 2: C1=NC2=C(N=C(N=C2N1C3C(C(C(O3)CO)O)F)Cl)N. Cell line: SR. Synergy scores: CSS=0.0915, Synergy_ZIP=-1.43, Synergy_Bliss=-3.39, Synergy_Loewe=-3.75, Synergy_HSA=-4.23. (6) Drug 1: CC12CCC3C(C1CCC2O)C(CC4=C3C=CC(=C4)O)CCCCCCCCCS(=O)CCCC(C(F)(F)F)(F)F. Drug 2: CC1C(C(CC(O1)OC2CC(CC3=C2C(=C4C(=C3O)C(=O)C5=C(C4=O)C(=CC=C5)OC)O)(C(=O)CO)O)N)O.Cl. Cell line: MDA-MB-435. Synergy scores: CSS=45.7, Synergy_ZIP=-1.37, Synergy_Bliss=-0.951, Synergy_Loewe=-1.61, Synergy_HSA=0.546. (7) Drug 1: CCC1(CC2CC(C3=C(CCN(C2)C1)C4=CC=CC=C4N3)(C5=C(C=C6C(=C5)C78CCN9C7C(C=CC9)(C(C(C8N6C=O)(C(=O)OC)O)OC(=O)C)CC)OC)C(=O)OC)O.OS(=O)(=O)O. Drug 2: CNC(=O)C1=NC=CC(=C1)OC2=CC=C(C=C2)NC(=O)NC3=CC(=C(C=C3)Cl)C(F)(F)F. Cell line: NCIH23. Synergy scores: CSS=1.30, Synergy_ZIP=-0.561, Synergy_Bliss=0.0388, Synergy_Loewe=-4.17, Synergy_HSA=-2.41.